Dataset: Full USPTO retrosynthesis dataset with 1.9M reactions from patents (1976-2016). Task: Predict the reactants needed to synthesize the given product. Given the product [CH3:35][C:32]1[CH:33]=[CH:34][C:25]([C:23]2[CH:22]=[CH:21][N:20]=[C:19]([CH3:1])[N:24]=2)=[C:26]([CH:31]=1)[C:27]([O:29][CH3:30])=[O:28], predict the reactants needed to synthesize it. The reactants are: [CH3:1]C1C=CC(C2C=NN(C)C=2)=C(C=1)C(OC)=O.Cl[C:19]1[N:24]=[C:23]([C:25]2[CH:34]=[CH:33][C:32]([CH3:35])=[CH:31][C:26]=2[C:27]([O:29][CH3:30])=[O:28])[CH:22]=[CH:21][N:20]=1.CB1OB(C)OB(C)O1.